Task: Predict the reactants needed to synthesize the given product.. Dataset: Full USPTO retrosynthesis dataset with 1.9M reactions from patents (1976-2016) (1) Given the product [CH2:9]([NH:13][C@H:14]([CH2:17][CH2:18][CH2:19][CH2:20][CH2:21][CH2:22][CH2:23][CH2:24][CH3:25])[C:15]#[C:16][C:27]#[C:28][C@H:29]([C:31]1[CH:36]=[CH:35][CH:34]=[CH:33][CH:32]=1)[OH:30])[CH2:10][CH2:11][CH3:12], predict the reactants needed to synthesize it. The reactants are: C(N)CCC.NO.Cl.[CH2:9]([NH:13][C@H:14]([CH2:17][CH2:18][CH2:19][CH2:20][CH2:21][CH2:22][CH2:23][CH2:24][CH3:25])[C:15]#[CH:16])[CH2:10][CH2:11][CH3:12].Br[C:27]#[C:28][C@H:29]([C:31]1[CH:36]=[CH:35][CH:34]=[CH:33][CH:32]=1)[OH:30]. (2) Given the product [CH2:20]([O:21][C:22]1[CH:23]=[CH:24][C:25]([C:26]([NH:1][C:2]2[CH:7]=[CH:6][C:5]([N:8]3[CH2:9][CH2:10][CH:11]([N:14]([CH3:16])[CH3:15])[CH2:12][CH2:13]3)=[CH:4][CH:3]=2)=[O:27])=[CH:29][CH:30]=1)[CH2:19][CH2:18][CH3:17], predict the reactants needed to synthesize it. The reactants are: [NH2:1][C:2]1[CH:7]=[CH:6][C:5]([N:8]2[CH2:13][CH2:12][CH:11]([N:14]([CH3:16])[CH3:15])[CH2:10][CH2:9]2)=[CH:4][CH:3]=1.[CH3:17][CH2:18][CH2:19][CH2:20][O:21][C:22]1[CH:30]=[CH:29][C:25]([C:26](O)=[O:27])=[CH:24][CH:23]=1. (3) Given the product [C:18]([NH:17][CH:8]([CH2:9][C:10]1[CH:11]=[CH:12][C:13]([O:16][CH2:23][C:24]([O:26][CH3:27])=[O:25])=[CH:14][CH:15]=1)[C:7]([OH:6])=[O:21])(=[O:20])[CH3:19], predict the reactants needed to synthesize it. The reactants are: COC(C[O:6][C:7](=[O:21])[CH:8]([NH:17][C:18](=[O:20])[CH3:19])[CH2:9][C:10]1[CH:15]=[CH:14][C:13]([OH:16])=[CH:12][CH:11]=1)=O.Cl[CH2:23][C:24]([O:26][CH3:27])=[O:25].